This data is from Full USPTO retrosynthesis dataset with 1.9M reactions from patents (1976-2016). The task is: Predict the reactants needed to synthesize the given product. Given the product [CH3:1][O:2][C:3]1[CH:4]=[C:5]([CH2:9][CH2:10][CH2:11][CH2:12][C:13]([OH:15])=[O:14])[CH:6]=[CH:7][CH:8]=1, predict the reactants needed to synthesize it. The reactants are: [CH3:1][O:2][C:3]1[CH:4]=[C:5]([CH:9]=[CH:10][CH2:11][CH2:12][C:13]([OH:15])=[O:14])[CH:6]=[CH:7][CH:8]=1.